The task is: Predict which catalyst facilitates the given reaction.. This data is from Catalyst prediction with 721,799 reactions and 888 catalyst types from USPTO. (1) Product: [Br:1][C:2]1[CH:7]=[CH:6][C:5]([C@@H:8]([N:10]([C:11]2[N:16]=[C:15]([N:17]3[C@@H:21]([CH:22]([CH3:24])[CH3:23])[CH2:20][O:19][C:18]3=[O:25])[CH:14]=[CH:13][N:12]=2)[C:26](=[O:27])[O:28][C:29]([CH3:32])([CH3:31])[CH3:30])[CH3:9])=[CH:4][CH:3]=1. Reactant: [Br:1][C:2]1[CH:7]=[CH:6][C:5]([C@@H:8]([NH:10][C:11]2[N:16]=[C:15]([N:17]3[C@@H:21]([CH:22]([CH3:24])[CH3:23])[CH2:20][O:19][C:18]3=[O:25])[CH:14]=[CH:13][N:12]=2)[CH3:9])=[CH:4][CH:3]=1.[C:26](O[C:26]([O:28][C:29]([CH3:32])([CH3:31])[CH3:30])=[O:27])([O:28][C:29]([CH3:32])([CH3:31])[CH3:30])=[O:27].CCN(C(C)C)C(C)C.CCOC(C)=O.CCCCCCC. The catalyst class is: 230. (2) Reactant: Cl[C:2]1[N:7]=[CH:6][C:5](/[CH:8]=[CH:9]/[C:10]([O:12][CH2:13][CH3:14])=[O:11])=[CH:4][CH:3]=1.C1(P(C2CCCCC2)C2C=CC=CC=2C2C(N(C)C)=CC=CC=2)CCCCC1.C(=O)([O-])[O-].[Cs+].[Cs+].[CH2:49]([N:56]1[CH2:60][CH2:59][C@@H:58]([NH2:61])[CH2:57]1)[C:50]1[CH:55]=[CH:54][CH:53]=[CH:52][CH:51]=1. The catalyst class is: 160. Product: [CH2:49]([N:56]1[CH2:60][CH2:59][C@@H:58]([NH:61][C:2]2[N:7]=[CH:6][C:5](/[CH:8]=[CH:9]/[C:10]([O:12][CH2:13][CH3:14])=[O:11])=[CH:4][CH:3]=2)[CH2:57]1)[C:50]1[CH:51]=[CH:52][CH:53]=[CH:54][CH:55]=1. (3) Reactant: [Cl:1][C:2]1[CH:3]=[C:4]([C:8]2[CH:12]=[N:11][NH:10][C:9]=2[C:13]2[C:21]3[C:16](=[N:17][CH:18]=[CH:19][CH:20]=3)[NH:15][CH:14]=2)[CH:5]=[CH:6][CH:7]=1.[CH:22]1[CH:27]=[C:26]([Cl:28])[CH:25]=[C:24]([C:29]([O:31]O)=[O:30])[CH:23]=1. Product: [Cl:28][C:26]1[CH:25]=[C:24]([CH:23]=[CH:22][CH:27]=1)[C:29]([OH:31])=[O:30].[Cl:1][C:2]1[CH:3]=[C:4]([C:8]2[CH:12]=[N:11][NH:10][C:9]=2[C:13]2[C:21]3[C:16](=[N+:17]([O-:30])[CH:18]=[CH:19][CH:20]=3)[NH:15][CH:14]=2)[CH:5]=[CH:6][CH:7]=1. The catalyst class is: 25. (4) The catalyst class is: 4. Reactant: COC1C=CC(C[O:8][C:9]2[C:14]([N:15]3[CH2:25][CH2:24][C:18]4[N:19]=[C:20]([NH2:23])[N:21]=[CH:22][C:17]=4[CH2:16]3)=[C:13]([CH3:26])[CH:12]=[CH:11][N:10]=2)=CC=1.FC(F)(F)C(O)=O. Product: [NH2:23][C:20]1[N:21]=[CH:22][C:17]2[CH2:16][N:15]([C:14]3[C:9](=[O:8])[NH:10][CH:11]=[CH:12][C:13]=3[CH3:26])[CH2:25][CH2:24][C:18]=2[N:19]=1. (5) Reactant: CC([O-])(C)C.[K+].C1OCCOCCOCCOCCOCCOC1.[Cl:25][C:26]1[CH:31]=[CH:30][C:29]([C:32]2[CH:36]=[C:35]([C:37]([F:40])([F:39])[F:38])[NH:34][C:33]=2[C:41]([O:43][CH2:44][CH3:45])=[O:42])=[CH:28][CH:27]=1.Br[CH2:47][C:48]1[CH:53]=[CH:52][CH:51]=[C:50]([Cl:54])[CH:49]=1.OS([O-])(=O)=O.[K+]. Product: [Cl:54][C:50]1[CH:49]=[C:48]([CH:53]=[CH:52][CH:51]=1)[CH2:47][N:34]1[C:35]([C:37]([F:39])([F:40])[F:38])=[CH:36][C:32]([C:29]2[CH:28]=[CH:27][C:26]([Cl:25])=[CH:31][CH:30]=2)=[C:33]1[C:41]([O:43][CH2:44][CH3:45])=[O:42]. The catalyst class is: 20. (6) Reactant: [CH3:1][C:2]1[C:6]([C:7]([O:9][CH2:10][CH3:11])=[O:8])=[CH:5][NH:4][N:3]=1.Cl[C:13]1[CH:18]=[CH:17][C:16]([C:19]([F:22])([F:21])[F:20])=[CH:15][N:14]=1.C(=O)([O-])[O-].[K+].[K+].Cl. Product: [CH3:1][C:2]1[C:6]([C:7]([O:9][CH2:10][CH3:11])=[O:8])=[CH:5][N:4]([C:13]2[CH:18]=[CH:17][C:16]([C:19]([F:22])([F:21])[F:20])=[CH:15][N:14]=2)[N:3]=1. The catalyst class is: 9. (7) Reactant: [C:1]([O:5][C:6]([N:8]1[CH2:13][CH2:12][N:11]([C:14]2[N:19]=[C:18]([C:20]3[CH:25]=[CH:24][N:23]=[C:22]([Cl:26])[CH:21]=3)[CH:17]=[CH:16][CH:15]=2)[CH2:10][CH2:9]1)=[O:7])([CH3:4])([CH3:3])[CH3:2].[Br:27]Br. Product: [C:1]([O:5][C:6]([N:8]1[CH2:9][CH2:10][N:11]([C:14]2[N:19]=[C:18]([C:20]3[CH:25]=[CH:24][N:23]=[C:22]([Cl:26])[CH:21]=3)[C:17]([Br:27])=[CH:16][CH:15]=2)[CH2:12][CH2:13]1)=[O:7])([CH3:4])([CH3:2])[CH3:3]. The catalyst class is: 2.